This data is from Reaction yield outcomes from USPTO patents with 853,638 reactions. The task is: Predict the reaction yield, written as a fraction of the theoretical maximum amount of product (1.0 means a 100% yield; for example, 0.34 means a 34% yield). (1) The reactants are [C:1]1([C:23]2[CH:28]=[CH:27][CH:26]=[CH:25][CH:24]=2)[CH:6]=[CH:5][C:4]([NH:7][C:8](=[O:22])[N:9]([C@H:11]([CH2:15][C:16]2[CH:21]=[CH:20][CH:19]=[CH:18][CH:17]=2)[C:12]([OH:14])=O)[CH3:10])=[CH:3][CH:2]=1.[CH2:29]([N:31]([CH2:34]C)[CH2:32]C)[CH3:30].C[NH:37][C@@H](CC1C=CC=CC=1)C(O)=O.C1(C2C=CC=CC=2)C=CC(N=C=O)=CC=1. The catalyst is C1COCC1.CC(C)=O.O. The product is [C:1]1([C:23]2[CH:28]=[CH:27][CH:26]=[CH:25][CH:24]=2)[CH:6]=[CH:5][C:4]([NH:7][C:8](=[O:22])[N:9]([C@H:11]([CH2:15][C:16]2[CH:21]=[CH:20][CH:19]=[CH:18][CH:17]=2)[C:12]([NH:37][CH2:30][CH2:29][N:31]([CH3:34])[CH3:32])=[O:14])[CH3:10])=[CH:3][CH:2]=1. The yield is 0.240. (2) The reactants are [CH3:1][C:2]1[CH:3]=[C:4]([OH:10])[CH:5]=[CH:6][C:7]=1[S:8][CH3:9].N1C=CC=CC=1.[C:17](Cl)(=[O:19])[CH3:18]. The catalyst is ClCCl. The product is [C:17]([O:10][C:4]1[CH:5]=[CH:6][C:7]([S:8][CH3:9])=[C:2]([CH3:1])[CH:3]=1)(=[O:19])[CH3:18]. The yield is 0.800.